From a dataset of Reaction yield outcomes from USPTO patents with 853,638 reactions. Predict the reaction yield, written as a fraction of the theoretical maximum amount of product (1.0 means a 100% yield; for example, 0.34 means a 34% yield). (1) The reactants are [Cl:1][C:2]1[CH:3]=[C:4]2[C:9](=[CH:10][C:11]=1[O:12][C:13]1[CH:18]=[CH:17][C:16]([C:19](=[O:35])[NH:20][CH2:21][CH2:22][C:23]3[C:24]([N:32]([CH3:34])[CH3:33])=[N:25][C:26]([CH:29]4[CH2:31][CH2:30]4)=[CH:27][CH:28]=3)=[CH:15][CH:14]=1)[O:8][CH2:7][CH2:6][CH:5]2[C:36]([O:38]CC)=[O:37].[OH-].[Na+].C(O)C. The catalyst is O1CCCC1.C(OCC)(=O)C.Cl. The product is [Cl:1][C:2]1[CH:3]=[C:4]2[C:9](=[CH:10][C:11]=1[O:12][C:13]1[CH:14]=[CH:15][C:16]([C:19](=[O:35])[NH:20][CH2:21][CH2:22][C:23]3[C:24]([N:32]([CH3:34])[CH3:33])=[N:25][C:26]([CH:29]4[CH2:31][CH2:30]4)=[CH:27][CH:28]=3)=[CH:17][CH:18]=1)[O:8][CH2:7][CH2:6][CH:5]2[C:36]([OH:38])=[O:37]. The yield is 0.960. (2) The reactants are [CH3:1][O:2][C:3]1[CH:12]=[CH:11][CH:10]=[C:5]([C:6]([O:8][CH3:9])=[O:7])[C:4]=1[OH:13].[CH2:14](O)[C:15]1[CH:20]=[CH:19][CH:18]=[CH:17][CH:16]=1.C1(P(C2C=CC=CC=2)C2C=CC=CC=2)C=CC=CC=1.N(C(OCC)=O)=NC(OCC)=O. The catalyst is O1CCCC1.CN(C)C=O.C(OCC)(=O)C. The product is [CH3:9][O:8][C:6](=[O:7])[C:5]1[CH:10]=[CH:11][CH:12]=[C:3]([O:2][CH3:1])[C:4]=1[O:13][CH2:14][C:15]1[CH:20]=[CH:19][CH:18]=[CH:17][CH:16]=1. The yield is 0.580. (3) The catalyst is C1C=CC(P(C2C=CC=CC=2)[C-]2C=CC=C2)=CC=1.C1C=CC(P(C2C=CC=CC=2)[C-]2C=CC=C2)=CC=1.Cl[Pd]Cl.[Fe+2].O. The product is [CH:30]([C:2]1[CH:29]=[CH:28][C:5]2[N:6]([CH2:9][C:10]3[CH:27]=[CH:26][C:13]4[N:14]=[C:15]([NH:17][C@@H:18]5[CH2:23][CH2:22][CH2:21][C@@H:20]([OH:24])[C@H:19]5[OH:25])[S:16][C:12]=4[CH:11]=3)[CH:7]=[N:8][C:4]=2[CH:3]=1)=[CH2:31]. The yield is 0.0500. The reactants are I[C:2]1[CH:29]=[CH:28][C:5]2[N:6]([CH2:9][C:10]3[CH:27]=[CH:26][C:13]4[N:14]=[C:15]([NH:17][C@@H:18]5[CH2:23][CH2:22][CH2:21][C@@H:20]([OH:24])[C@H:19]5[OH:25])[S:16][C:12]=4[CH:11]=3)[CH:7]=[N:8][C:4]=2[CH:3]=1.[CH:30](B1OC(C)(C)C(C)(C)O1)=[CH2:31].C([O-])([O-])=O.[K+].[K+].O1CCOCC1. (4) The reactants are [F:1][C:2]1[CH:3]=[C:4]([NH:18][C:19]([NH:21][C:22](=[O:31])[CH2:23][C:24]2[CH:29]=[CH:28][C:27]([F:30])=[CH:26][CH:25]=2)=[O:20])[CH:5]=[CH:6][C:7]=1[O:8][C:9]1[CH:14]=[CH:13][N:12]=[CH:11][C:10]=1[N+:15]([O-])=O. The catalyst is CO.C1COCC1. The product is [NH2:15][C:10]1[CH:11]=[N:12][CH:13]=[CH:14][C:9]=1[O:8][C:7]1[CH:6]=[CH:5][C:4]([NH:18][C:19]([NH:21][C:22](=[O:31])[CH2:23][C:24]2[CH:29]=[CH:28][C:27]([F:30])=[CH:26][CH:25]=2)=[O:20])=[CH:3][C:2]=1[F:1]. The yield is 0.740. (5) The reactants are [NH2:1][CH:2]1[CH2:7][CH2:6][N:5]([C:8]([O:10][CH2:11][CH3:12])=[O:9])[CH2:4][CH2:3]1.C([N:15]([CH2:18]C)CC)C.C(Cl)(Cl)=[S:21].[OH-].[NH4+]. The catalyst is C1COCC1. The product is [NH:1]([CH:2]1[CH2:3][CH2:4][N:5]([C:8]([O:10][CH2:11][CH3:12])=[O:9])[CH2:6][CH2:7]1)[C:18]([NH2:15])=[S:21]. The yield is 0.720. (6) The reactants are FC(F)(F)S(O[C:7]1[CH:16]=[C:15]2[C:10]([CH2:11][CH2:12][CH:13]([C:17]([O:19][CH3:20])=[O:18])[CH2:14]2)=[CH:9][CH:8]=1)(=O)=O.CN(C)C=O.C(=O)([O-])[O-].[Na+].[Na+].O.[Cl-].[Li+].[Cl:37][C:38]1[CH:39]=[C:40](B(O)O)[CH:41]=[CH:42][CH:43]=1. The catalyst is C1C=CC([P]([Pd]([P](C2C=CC=CC=2)(C2C=CC=CC=2)C2C=CC=CC=2)([P](C2C=CC=CC=2)(C2C=CC=CC=2)C2C=CC=CC=2)[P](C2C=CC=CC=2)(C2C=CC=CC=2)C2C=CC=CC=2)(C2C=CC=CC=2)C2C=CC=CC=2)=CC=1.C(OCC)(=O)C. The product is [Cl:37][C:38]1[CH:43]=[C:42]([C:7]2[CH:16]=[C:15]3[C:10]([CH2:11][CH2:12][CH:13]([C:17]([O:19][CH3:20])=[O:18])[CH2:14]3)=[CH:9][CH:8]=2)[CH:41]=[CH:40][CH:39]=1. The yield is 0.640. (7) The reactants are [ClH:1].C(OC([NH:9][CH2:10][C@H:11]([N:16]1[CH2:21][CH2:20][N:19]([S:22]([CH3:25])(=[O:24])=[O:23])[CH2:18][CH2:17]1)[C:12]([O:14][CH3:15])=[O:13])=O)(C)(C)C. The catalyst is C(O)(C)C.CO. The product is [ClH:1].[NH2:9][CH2:10][C@H:11]([N:16]1[CH2:21][CH2:20][N:19]([S:22]([CH3:25])(=[O:24])=[O:23])[CH2:18][CH2:17]1)[C:12]([O:14][CH3:15])=[O:13]. The yield is 1.00. (8) The reactants are [CH3:1][O:2][C:3]1[C:4]([CH3:31])=[C:5]([C:22]([O:29][CH3:30])=[C:23]([O:27][CH3:28])[C:24]=1[O:25][CH3:26])[CH2:6][C:7]1[C:8]([C:16]2[CH:21]=[CH:20][N:19]=[CH:18][CH:17]=2)=[C:9]([CH:13]=[CH:14][CH:15]=1)[C:10](O)=[O:11].[F:32][C:33]([F:42])([F:41])[C:34]1[CH:40]=[CH:39][C:37]([NH2:38])=[CH:36][CH:35]=1.C(N(CC)CC)C.[Cl-].ClC1N(C)CC[NH+]1C. The catalyst is C(Cl)Cl. The product is [CH3:1][O:2][C:3]1[C:4]([CH3:31])=[C:5]([C:22]([O:29][CH3:30])=[C:23]([O:27][CH3:28])[C:24]=1[O:25][CH3:26])[CH2:6][C:7]1[C:8]([C:16]2[CH:17]=[CH:18][N:19]=[CH:20][CH:21]=2)=[C:9]([CH:13]=[CH:14][CH:15]=1)[C:10]([NH:38][C:37]1[CH:39]=[CH:40][C:34]([C:33]([F:41])([F:42])[F:32])=[CH:35][CH:36]=1)=[O:11]. The yield is 0.710. (9) The reactants are [OH:1][C:2]([C:13]1[N:18]=[CH:17][C:16]([C:19]2[CH:24]=[CH:23][C:22]([C:25](=O)[CH3:26])=[CH:21][CH:20]=2)=[CH:15][CH:14]=1)([C:7]1[CH:8]=[N:9][CH:10]=[N:11][CH:12]=1)[C:3]([CH3:6])([CH3:5])[CH3:4].CC([O-])=O.[Na+].Cl.[CH3:34][O:35][NH2:36].CO. The catalyst is C([O-])(O)=O.[Na+]. The product is [CH3:34][O:35]/[N:36]=[C:25](/[C:22]1[CH:23]=[CH:24][C:19]([C:16]2[CH:17]=[N:18][C:13]([C:2]([OH:1])([C:7]3[CH:8]=[N:9][CH:10]=[N:11][CH:12]=3)[C:3]([CH3:6])([CH3:4])[CH3:5])=[CH:14][CH:15]=2)=[CH:20][CH:21]=1)\[CH3:26].[CH3:34][O:35]/[N:36]=[C:25](\[C:22]1[CH:23]=[CH:24][C:19]([C:16]2[CH:17]=[N:18][C:13]([C:2]([OH:1])([C:7]3[CH:8]=[N:9][CH:10]=[N:11][CH:12]=3)[C:3]([CH3:6])([CH3:4])[CH3:5])=[CH:14][CH:15]=2)=[CH:20][CH:21]=1)/[CH3:26]. The yield is 0.760. (10) The reactants are [CH3:1][O:2][C:3](=[O:40])[NH:4][CH:5]([C:9]([N:11]1[CH2:15][CH2:14][CH2:13][CH:12]1[C:16](=[O:39])[NH:17][C:18]1[CH:23]=[CH:22][C:21]([C:24]2[CH:29]=[CH:28][C:27](B3OC(C)(C)C(C)(C)O3)=[CH:26][CH:25]=2)=[CH:20][CH:19]=1)=[O:10])[CH:6]([CH3:8])[CH3:7].[CH3:41][O:42][C:43](=[O:68])[NH:44][CH:45]([C:49]([N:51]1[CH2:55][CH2:54][CH2:53][CH:52]1[C:56]1[NH:57][C:58]([C:61]2[CH:66]=[CH:65][C:64](Br)=[CH:63][CH:62]=2)=[CH:59][N:60]=1)=[O:50])[CH:46]([CH3:48])[CH3:47].C(=O)([O-])[O-].[K+].[K+]. The catalyst is COCCOC.C1C=CC([P]([Pd]([P](C2C=CC=CC=2)(C2C=CC=CC=2)C2C=CC=CC=2)([P](C2C=CC=CC=2)(C2C=CC=CC=2)C2C=CC=CC=2)[P](C2C=CC=CC=2)(C2C=CC=CC=2)C2C=CC=CC=2)(C2C=CC=CC=2)C2C=CC=CC=2)=CC=1. The product is [CH3:1][O:2][C:3](=[O:40])[NH:4][CH:5]([C:9]([N:11]1[CH2:15][CH2:14][CH2:13][CH:12]1[C:16](=[O:39])[NH:17][C:18]1[CH:19]=[CH:20][C:21]([C:24]2[CH:25]=[CH:26][C:27]([C:64]3[CH:65]=[CH:66][C:61]([C:58]4[NH:57][C:56]([CH:52]5[CH2:53][CH2:54][CH2:55][N:51]5[C:49](=[O:50])[CH:45]([NH:44][C:43]([O:42][CH3:41])=[O:68])[CH:46]([CH3:48])[CH3:47])=[N:60][CH:59]=4)=[CH:62][CH:63]=3)=[CH:28][CH:29]=2)=[CH:22][CH:23]=1)=[O:10])[CH:6]([CH3:8])[CH3:7]. The yield is 0.270.